Dataset: Full USPTO retrosynthesis dataset with 1.9M reactions from patents (1976-2016). Task: Predict the reactants needed to synthesize the given product. (1) Given the product [C:1]([O:5][C:6]([N:8]1[CH2:9][CH2:10][CH:11]([CH2:14][C:15]([N:17]2[CH2:18][CH2:19][CH:20]([O:23][S:31]([CH3:34])(=[O:33])=[O:32])[CH2:21][CH2:22]2)=[O:16])[CH2:12][CH2:13]1)=[O:7])([CH3:4])([CH3:2])[CH3:3], predict the reactants needed to synthesize it. The reactants are: [C:1]([O:5][C:6]([N:8]1[CH2:13][CH2:12][CH:11]([CH2:14][C:15]([N:17]2[CH2:22][CH2:21][CH:20]([OH:23])[CH2:19][CH2:18]2)=[O:16])[CH2:10][CH2:9]1)=[O:7])([CH3:4])([CH3:3])[CH3:2].C(N(CC)CC)C.[S:31](Cl)([CH3:34])(=[O:33])=[O:32]. (2) Given the product [CH3:14][C:9]1([C:6]2[S:7][CH:8]=[C:4]([CH:23]=[O:24])[CH:5]=2)[O:13][CH2:12][CH2:11][O:10]1, predict the reactants needed to synthesize it. The reactants are: N#N.Br[C:4]1[CH:5]=[C:6]([C:9]2([CH3:14])[O:13][CH2:12][CH2:11][O:10]2)[S:7][CH:8]=1.[Li]CCCC.CN([CH:23]=[O:24])C. (3) Given the product [Br:1][C:2]1[CH:11]=[C:10]([CH2:12][C:13]2[CH:18]=[CH:17][C:16]([CH2:19][CH3:20])=[CH:15][CH:14]=2)[C:9]([Cl:22])=[CH:8][C:3]=1[CH2:4][OH:5], predict the reactants needed to synthesize it. The reactants are: [Br:1][C:2]1[CH:11]=[C:10]([C:12](=O)[C:13]2[CH:18]=[CH:17][C:16]([CH2:19][CH3:20])=[CH:15][CH:14]=2)[C:9]([Cl:22])=[CH:8][C:3]=1[C:4](OC)=[O:5].C([SiH](CC)CC)C.FC(F)(F)S(O)(=O)=O.C(OCC)(=O)C.